This data is from Forward reaction prediction with 1.9M reactions from USPTO patents (1976-2016). The task is: Predict the product of the given reaction. Given the reactants [CH2:1]([O:8][C:9]([N:11]1[CH2:16][CH2:15][CH:14]([N:17]2[C:21]([NH2:22])=[CH:20][C:19]([C:23]([CH3:26])([CH3:25])[CH3:24])=[N:18]2)[CH2:13][CH2:12]1)=[O:10])[C:2]1[CH:7]=[CH:6][CH:5]=[CH:4][CH:3]=1.[OH-].[Na+].Cl[C:30]([O:32][CH2:33][C:34]([Cl:37])([Cl:36])[Cl:35])=[O:31], predict the reaction product. The product is: [CH2:1]([O:8][C:9]([N:11]1[CH2:12][CH2:13][CH:14]([N:17]2[C:21]([NH:22][C:30]([O:32][CH2:33][C:34]([Cl:37])([Cl:36])[Cl:35])=[O:31])=[CH:20][C:19]([C:23]([CH3:26])([CH3:25])[CH3:24])=[N:18]2)[CH2:15][CH2:16]1)=[O:10])[C:2]1[CH:7]=[CH:6][CH:5]=[CH:4][CH:3]=1.